From a dataset of Reaction yield outcomes from USPTO patents with 853,638 reactions. Predict the reaction yield, written as a fraction of the theoretical maximum amount of product (1.0 means a 100% yield; for example, 0.34 means a 34% yield). (1) The reactants are [CH2:1]([N:5]1[C:14]2[CH2:13][CH2:12][CH2:11][CH2:10][C:9]=2[CH:8]=[C:7](C=O)[C:6]1=[O:17])[CH2:2][CH2:3][CH3:4].ClC1C=CC=C(C(OO)=[O:26])C=1.S([O-])([O-])(=O)=S.[Na+].[Na+].[OH-].[Na+].Cl. The catalyst is C(Cl)Cl. The product is [CH2:1]([N:5]1[C:14]2[CH2:13][CH2:12][CH2:11][CH2:10][C:9]=2[CH:8]=[C:7]([OH:26])[C:6]1=[O:17])[CH2:2][CH2:3][CH3:4]. The yield is 0.540. (2) The catalyst is C1COCC1. The product is [F:1][C:2]1[C:3]([C:8]2([CH2:12][NH2:13])[CH2:11][CH2:10][CH2:9]2)=[N:4][CH:5]=[CH:6][CH:7]=1. The yield is 0.880. The reactants are [F:1][C:2]1[C:3]([C:8]2([C:12]#[N:13])[CH2:11][CH2:10][CH2:9]2)=[N:4][CH:5]=[CH:6][CH:7]=1.[H-].[H-].[H-].[H-].[Li+].[Al+3].